Task: Predict the reaction yield, written as a fraction of the theoretical maximum amount of product (1.0 means a 100% yield; for example, 0.34 means a 34% yield).. Dataset: Reaction yield outcomes from USPTO patents with 853,638 reactions (1) The reactants are [Cl:1][C:2]1[S:28][C:5]2[NH:6][C:7]([C:9]([NH:11][CH:12]3[CH2:21][C:20]4[C:15](=[CH:16][CH:17]=[CH:18][CH:19]=4)[N:14]([CH2:22][CH:23]([OH:26])CO)[C:13]3=[O:27])=[O:10])=[CH:8][C:4]=2[CH:3]=1.[NH2:29][CH2:30][CH:31]([OH:34])[CH2:32][OH:33]. No catalyst specified. The product is [Cl:1][C:2]1[S:28][C:5]2[NH:6][C:7]([C:9]([NH:11][CH:12]3[CH2:21][C:20]4[C:15](=[CH:16][CH:17]=[CH:18][CH:19]=4)[N:14]([CH2:22][C:23]([NH:29][CH2:30][CH:31]([OH:34])[CH2:32][OH:33])=[O:26])[C:13]3=[O:27])=[O:10])=[CH:8][C:4]=2[CH:3]=1. The yield is 0.470. (2) The reactants are C([NH:4][C:5]1[CH:10]=[CH:9][CH:8]=[CH:7][CH:6]=1)(=O)C.[C:11]1([C:17]#[CH:18])[CH:16]=[CH:15][CH:14]=[CH:13][CH:12]=1.[CH3:19][CH2:20][O:21][C:22](C)=[O:23]. The catalyst is O1CCOCC1.CN(C)C(=N)N(C)C.CCCCCC.Cl[Pd](Cl)([P](C1C=CC=CC=1)(C1C=CC=CC=1)C1C=CC=CC=1)[P](C1C=CC=CC=1)(C1C=CC=CC=1)C1C=CC=CC=1.[Cu]I. The product is [C:11]1([C:17]2[NH:4][C:5]3[C:6]([CH:18]=2)=[CH:7][C:8]([C:22]([O:21][CH2:20][CH3:19])=[O:23])=[CH:9][CH:10]=3)[CH:16]=[CH:15][CH:14]=[CH:13][CH:12]=1. The yield is 0.820. (3) The reactants are [CH2:1]([N:8]1[C:20]2[CH:19]=[C:18]3[CH:21]=[CH:22][CH:23]=[CH:24][C:17]3=[C:16]([OH:25])[C:15]=2[C:14]2[C:13]([C:26]([NH2:28])=[O:27])=[CH:12][CH:11]=[CH:10][C:9]1=2)[C:2]1[CH:7]=[CH:6][CH:5]=[CH:4][CH:3]=1.Br[CH2:30][C:31]([O:33][CH3:34])=[O:32].C(=O)([O-])[O-].[Cs+].[Cs+]. The catalyst is CN(C=O)C.C(OCC)(=O)C. The product is [CH2:1]([N:8]1[C:20]2[CH:19]=[C:18]3[CH:21]=[CH:22][CH:23]=[CH:24][C:17]3=[C:16]([O:25][CH2:30][C:31]([O:33][CH3:34])=[O:32])[C:15]=2[C:14]2[C:9]1=[CH:10][CH:11]=[CH:12][C:13]=2[C:26](=[O:27])[NH2:28])[C:2]1[CH:3]=[CH:4][CH:5]=[CH:6][CH:7]=1. The yield is 0.530. (4) The catalyst is ClCCl. The yield is 0.920. The product is [Cl:1][C:2]([Cl:13])=[CH:3][CH:4]1[CH:6]([C:7]([OH:9])=[O:8])[C:5]1([CH3:11])[CH3:12]. The reactants are [Cl:1][C:2]([Cl:13])=[CH:3][CH:4]1[CH:6]([C:7]([O:9]C)=[O:8])[C:5]1([CH3:12])[CH3:11].FC(F)(F)C(O)=O.[OH-].[Na+].O. (5) The reactants are [F:1][C:2]1[CH:24]=[CH:23][C:5]([O:6][C:7]2[CH:8]=[C:9]3[C:13](=[CH:14][C:15]=2[C:16]([NH2:18])=[O:17])[N:12]([CH2:19][CH:20]([CH3:22])[CH3:21])[N:11]=[CH:10]3)=[CH:4][CH:3]=1.[C:25](N1C=CN=C1)([N:27]1[CH:31]=[CH:30]N=[CH:28]1)=O. The catalyst is C1COCC1. The product is [CH3:25][N:27]([CH3:28])[CH2:31][CH2:30][NH:18][C:16]([C:15]1[CH:14]=[C:13]2[C:9]([CH:10]=[N:11][N:12]2[CH2:19][CH:20]([CH3:22])[CH3:21])=[CH:8][C:7]=1[O:6][C:5]1[CH:23]=[CH:24][C:2]([F:1])=[CH:3][CH:4]=1)=[O:17]. The yield is 0.580. (6) The reactants are [H-].[H-].[H-].[H-].[Li+].[Al+3].[Cl:7][C:8]1[CH:13]=[CH:12][C:11]([CH2:14][CH2:15][C:16](O)=[O:17])=[CH:10][CH:9]=1.C(C(C(C([O-])=O)O)O)([O-])=O.[Na+].[K+]. The catalyst is C1COCC1.C(OCC)(=O)C. The product is [Cl:7][C:8]1[CH:9]=[CH:10][C:11]([CH2:14][CH2:15][CH2:16][OH:17])=[CH:12][CH:13]=1. The yield is 0.970. (7) The reactants are [CH3:1][C:2]1[CH:10]=[CH:9][CH:8]=[C:7]([CH3:11])[C:3]=1[C:4](O)=[O:5]. The catalyst is C1COCC1. The product is [CH3:1][C:2]1[CH:10]=[CH:9][CH:8]=[C:7]([CH3:11])[C:3]=1[CH2:4][OH:5]. The yield is 0.510.